The task is: Predict the reaction yield, written as a fraction of the theoretical maximum amount of product (1.0 means a 100% yield; for example, 0.34 means a 34% yield).. This data is from Reaction yield outcomes from USPTO patents with 853,638 reactions. (1) The reactants are [N:1]1([C:6]2[CH:11]=[CH:10][C:9]([OH:12])=[CH:8][CH:7]=2)[CH:5]=[N:4][CH:3]=[N:2]1.[C:13]([O:17][C:18]([N:20]1[CH2:24][CH2:23][CH2:22][C@@H:21]1[CH2:25][O:26][C:27]1[CH:32]=[CH:31][C:30](I)=[CH:29][CH:28]=1)=[O:19])([CH3:16])([CH3:15])[CH3:14]. No catalyst specified. The product is [C:13]([O:17][C:18]([N:20]1[CH2:24][CH2:23][CH2:22][C@@H:21]1[CH2:25][O:26][C:27]1[CH:28]=[CH:29][C:30]([O:12][C:9]2[CH:8]=[CH:7][C:6]([N:1]3[CH:5]=[N:4][CH:3]=[N:2]3)=[CH:11][CH:10]=2)=[CH:31][CH:32]=1)=[O:19])([CH3:16])([CH3:14])[CH3:15]. The yield is 0.800. (2) The reactants are O[CH2:2][CH2:3][O:4][C@H:5]1[CH2:10][CH2:9][C@H:8]([N:11]2[C:16](=[O:17])[C:15]([CH2:18][C:19]3[CH:24]=[CH:23][C:22]([C:25]4[C:26]([C:31]#[N:32])=[CH:27][CH:28]=[CH:29][CH:30]=4)=[CH:21][CH:20]=3)=[C:14]([CH2:33][CH2:34][CH3:35])[N:13]3[N:36]=[CH:37][N:38]=[C:12]23)[CH2:7][CH2:6]1.C1(C)C=C[C:42]([S:45](Cl)(=O)=O)=CC=1.C(N(CC)CC)C. The catalyst is CN(C)C1C=CN=CC=1.C(#N)C. The product is [CH3:42][S:45][CH2:2][CH2:3][O:4][C@H:5]1[CH2:10][CH2:9][C@H:8]([N:11]2[C:16](=[O:17])[C:15]([CH2:18][C:19]3[CH:24]=[CH:23][C:22]([C:25]4[C:26]([C:31]#[N:32])=[CH:27][CH:28]=[CH:29][CH:30]=4)=[CH:21][CH:20]=3)=[C:14]([CH2:33][CH2:34][CH3:35])[N:13]3[N:36]=[CH:37][N:38]=[C:12]23)[CH2:7][CH2:6]1. The yield is 0.940. (3) The reactants are C[O:2][C:3](=[O:28])[CH2:4][CH2:5][CH2:6][S:7][CH2:8][CH2:9][N:10]1[C:15](=[O:16])[CH2:14][CH2:13][CH2:12][C@@H:11]1/[CH:17]=[CH:18]/[CH:19]([OH:27])[CH2:20][C:21]1[CH:26]=[CH:25][CH:24]=[CH:23][CH:22]=1. The product is [OH:27][CH:19]([CH2:20][C:21]1[CH:22]=[CH:23][CH:24]=[CH:25][CH:26]=1)/[CH:18]=[CH:17]/[C@H:11]1[CH2:12][CH2:13][CH2:14][C:15](=[O:16])[N:10]1[CH2:9][CH2:8][S:7][CH2:6][CH2:5][CH2:4][C:3]([OH:28])=[O:2]. The yield is 0.940. The catalyst is C(#N)C.P([O-])([O-])([O-])=O. (4) The reactants are [Cl:1][C:2]1[N:6]2[CH:7]=[C:8]([C:15]3[CH:19]=[CH:18][O:17][CH:16]=3)[CH:9]=[C:10]([C:11]([F:14])([F:13])[F:12])[C:5]2=[N:4][C:3]=1[C:20]([N:22]1[CH2:25][CH:24]([NH:26][S:27]([CH3:30])(=[O:29])=[O:28])[CH2:23]1)=[O:21].CI.[C:33](=O)([O-])[O-].[Cs+].[Cs+]. The catalyst is CN(C=O)C. The product is [Cl:1][C:2]1[N:6]2[CH:7]=[C:8]([C:15]3[CH:19]=[CH:18][O:17][CH:16]=3)[CH:9]=[C:10]([C:11]([F:14])([F:13])[F:12])[C:5]2=[N:4][C:3]=1[C:20]([N:22]1[CH2:25][CH:24]([N:26]([CH3:33])[S:27]([CH3:30])(=[O:28])=[O:29])[CH2:23]1)=[O:21]. The yield is 0.420.